Dataset: Forward reaction prediction with 1.9M reactions from USPTO patents (1976-2016). Task: Predict the product of the given reaction. (1) Given the reactants [CH3:1][S:2]([C:5]1[CH:10]=[C:9]([S:11]([CH3:14])(=[O:13])=[O:12])[CH:8]=[CH:7][N:6]=1)(=[O:4])=[O:3].[Cl:15][C:16]1[CH:22]=[CH:21][C:19]([NH2:20])=[C:18]([N+:23]([O-:25])=[O:24])[CH:17]=1.C(=O)([O-])[O-].[K+].[K+], predict the reaction product. The product is: [Cl:15][C:16]1[CH:22]=[CH:21][C:19]([NH:20][C:9]2[CH:8]=[CH:7][N:6]=[C:5]([S:2]([CH3:1])(=[O:4])=[O:3])[CH:10]=2)=[C:18]([N+:23]([O-:25])=[O:24])[CH:17]=1.[Cl:15][C:16]1[CH:22]=[CH:21][C:19]([NH:20][C:5]2[CH:10]=[C:9]([S:11]([CH3:14])(=[O:13])=[O:12])[CH:8]=[CH:7][N:6]=2)=[C:18]([N+:23]([O-:25])=[O:24])[CH:17]=1. (2) Given the reactants [N:1]1[C:10]2[NH:9][CH2:8][CH2:7][CH2:6][C:5]=2[CH:4]=[CH:3][C:2]=1[CH:11]=O.[C:13]([CH:18]=P(C1C=CC=CC=1)(C1C=CC=CC=1)C1C=CC=CC=1)([O:15][CH2:16][CH3:17])=[O:14], predict the reaction product. The product is: [CH2:16]([O:15][C:13](=[O:14])[CH:18]=[CH:11][C:2]1[CH:3]=[CH:4][C:5]2[CH2:6][CH2:7][CH2:8][NH:9][C:10]=2[N:1]=1)[CH3:17]. (3) The product is: [CH3:27][O:28][C:29]([C:30]1[CH:31]=[N:6][N:5]([C:7]2[N:8]=[C:9]([NH2:25])[C:10]3[N:11]=[CH:12][N:13]([C:23]=3[N:24]=2)[C@@H:14]2[O:22][C@H:19]([CH2:20][OH:21])[C@@H:17]([OH:18])[C@H:15]2[OH:16])[CH:33]=1)=[O:37]. Given the reactants C(O)(=O)C.[NH:5]([C:7]1[N:8]=[C:9]([NH2:25])[C:10]2[N:11]=[CH:12][N:13]([C:23]=2[N:24]=1)[C@@H:14]1[O:22][C@H:19]([CH2:20][OH:21])[C@@H:17]([OH:18])[C@H:15]1[OH:16])[NH2:6].[Na].[CH3:27][O:28][CH:29]([O:37]C)[C:30]([C:33](OC)=O)=[CH:31]O, predict the reaction product.